From a dataset of Full USPTO retrosynthesis dataset with 1.9M reactions from patents (1976-2016). Predict the reactants needed to synthesize the given product. Given the product [Br:1][C:2]1[CH:7]=[CH:6][C:5]([O:8][CH2:21][O:22][CH3:23])=[C:4]([N+:9]([O-:11])=[O:10])[CH:3]=1, predict the reactants needed to synthesize it. The reactants are: [Br:1][C:2]1[CH:7]=[CH:6][C:5]([OH:8])=[C:4]([N+:9]([O-:11])=[O:10])[CH:3]=1.CCN(C(C)C)C(C)C.[CH3:21][O:22][CH2:23]Cl.